Dataset: Reaction yield outcomes from USPTO patents with 853,638 reactions. Task: Predict the reaction yield, written as a fraction of the theoretical maximum amount of product (1.0 means a 100% yield; for example, 0.34 means a 34% yield). (1) The reactants are [CH2:1]([O:8][C:9]([NH:11][C@@H:12]1[C:15](=[O:16])[NH:14][C@@H:13]1[CH2:17][N:18]1[CH:22](O)[CH2:21][N:20]([C:24]([O:26][C:27]([CH3:30])([CH3:29])[CH3:28])=[O:25])[C:19]1=[O:31])=[O:10])[C:2]1[CH:7]=[CH:6][CH:5]=[CH:4][CH:3]=1.CS(Cl)(=O)=O. The catalyst is C(Cl)Cl. The product is [CH2:1]([O:8][C:9]([NH:11][C@@H:12]1[C:15](=[O:16])[NH:14][C@@H:13]1[CH2:17][N:18]1[CH:22]=[CH:21][N:20]([C:24]([O:26][C:27]([CH3:29])([CH3:28])[CH3:30])=[O:25])[C:19]1=[O:31])=[O:10])[C:2]1[CH:7]=[CH:6][CH:5]=[CH:4][CH:3]=1. The yield is 0.650. (2) The reactants are [N:1]1([C:5]([C:7]2[N:12]=[CH:11][C:10]([O:13][C:14]3[CH:15]=[C:16]([CH:31]=[C:32]([C:34](=[O:43])[NH:35][C:36]4[CH:41]=[N:40][C:39]([CH3:42])=[CH:38][N:37]=4)[CH:33]=3)[O:17][CH:18]([CH2:24][CH2:25]OS(C)(=O)=O)[C:19](OCC)=[O:20])=[CH:9][CH:8]=2)=[O:6])[CH2:4][CH2:3][CH2:2]1.[Na+].[I-].[CH:46]1([NH2:49])[CH2:48][CH2:47]1. The catalyst is C(#N)C. The product is [N:1]1([C:5]([C:7]2[N:12]=[CH:11][C:10]([O:13][C:14]3[CH:33]=[C:32]([CH:31]=[C:16]([O:17][C@H:18]4[CH2:24][CH2:25][N:49]([CH:46]5[CH2:48][CH2:47]5)[C:19]4=[O:20])[CH:15]=3)[C:34]([NH:35][C:36]3[CH:41]=[N:40][C:39]([CH3:42])=[CH:38][N:37]=3)=[O:43])=[CH:9][CH:8]=2)=[O:6])[CH2:4][CH2:3][CH2:2]1. The yield is 0.420. (3) The reactants are [CH3:1][C:2]1([CH3:35])[C:6](=[O:7])[C:5]([C:8]2[CH:13]=[CH:12][C:11]([O:14][CH2:15][C:16]3[CH:25]=[CH:24][C:23]4[C:18](=[CH:19][CH:20]=[CH:21][CH:22]=4)[N:17]=3)=[CH:10][CH:9]=2)=[C:4]([C:26]2[CH:31]=[CH:30][C:29]([N+:32]([O-])=O)=[CH:28][CH:27]=2)[O:3]1.CC(O)=O. The catalyst is C(O)C.[Fe]. The product is [NH2:32][C:29]1[CH:30]=[CH:31][C:26]([C:4]2[O:3][C:2]([CH3:1])([CH3:35])[C:6](=[O:7])[C:5]=2[C:8]2[CH:13]=[CH:12][C:11]([O:14][CH2:15][C:16]3[CH:25]=[CH:24][C:23]4[C:18](=[CH:19][CH:20]=[CH:21][CH:22]=4)[N:17]=3)=[CH:10][CH:9]=2)=[CH:27][CH:28]=1. The yield is 0.710. (4) The reactants are Cl[C:2]1[C:7]([C:8]([F:11])([F:10])[F:9])=[CH:6][N:5]=[C:4]([NH:12][C:13]2[CH:18]=[CH:17][C:16]([P:19]([CH3:22])([CH3:21])=[O:20])=[CH:15][CH:14]=2)[N:3]=1.C(N(CC)CC)C.[C:30]12([CH2:40][NH2:41])[CH2:39][CH:34]3[CH2:35][CH:36]([CH2:38][CH:32]([CH2:33]3)[CH2:31]1)[CH2:37]2. The product is [CH3:21][P:19]([C:16]1[CH:17]=[CH:18][C:13]([NH:12][C:4]2[N:3]=[C:2]([NH:41][CH2:40][C:30]34[CH2:39][CH:34]5[CH2:33][CH:32]([CH2:38][CH:36]([CH2:35]5)[CH2:37]3)[CH2:31]4)[C:7]([C:8]([F:11])([F:10])[F:9])=[CH:6][N:5]=2)=[CH:14][CH:15]=1)([CH3:22])=[O:20]. The catalyst is C(O)C. The yield is 0.730. (5) The reactants are Br[C:2]1[CH:8]=[C:7]([CH3:9])[C:5]([NH2:6])=[C:4]([N+:10]([O-:12])=[O:11])[CH:3]=1.[C:13]1(B(O)O)[CH:18]=[CH:17][CH:16]=[CH:15][CH:14]=1.C(=O)([O-])[O-].[Cs+].[Cs+].O. The catalyst is CN(C=O)C.C1C=CC([P]([Pd]([P](C2C=CC=CC=2)(C2C=CC=CC=2)C2C=CC=CC=2)([P](C2C=CC=CC=2)(C2C=CC=CC=2)C2C=CC=CC=2)[P](C2C=CC=CC=2)(C2C=CC=CC=2)C2C=CC=CC=2)(C2C=CC=CC=2)C2C=CC=CC=2)=CC=1. The product is [NH2:6][C:5]1[C:4]([N+:10]([O-:12])=[O:11])=[CH:3][C:2]([C:13]2[CH:18]=[CH:17][CH:16]=[CH:15][CH:14]=2)=[CH:8][C:7]=1[CH3:9]. The yield is 0.810. (6) The reactants are [Br:1][C:2]1[CH:7]=[CH:6][C:5]([C:8]([NH:10][NH:11][C:12]([NH:14][CH2:15][C@@H:16]2[CH2:20][CH2:19][N:18]([C:21]([CH:23]3[CH2:25][CH2:24]3)=[O:22])[CH2:17]2)=[O:13])=O)=[CH:4][CH:3]=1.C([O-])([O-])=O.[K+].[K+]. No catalyst specified. The product is [Br:1][C:2]1[CH:7]=[CH:6][C:5]([C:8]2[N:14]([CH2:15][C@@H:16]3[CH2:20][CH2:19][N:18]([C:21]([CH:23]4[CH2:25][CH2:24]4)=[O:22])[CH2:17]3)[C:12](=[O:13])[NH:11][N:10]=2)=[CH:4][CH:3]=1. The yield is 0.810.